Dataset: Catalyst prediction with 721,799 reactions and 888 catalyst types from USPTO. Task: Predict which catalyst facilitates the given reaction. (1) Reactant: [CH2:1]([NH:3][CH2:4][CH2:5][OH:6])[CH3:2].[OH-].[Na+].Br[CH2:10][CH2:11][CH2:12][Cl:13]. Product: [Cl:13][CH2:12][CH2:11][CH2:10][N:3]([CH2:1][CH3:2])[CH2:4][CH2:5][OH:6]. The catalyst class is: 21. (2) Reactant: [NH2:1][CH2:2][CH:3]=[C:4]1[C:12]2[C:7](=[CH:8][CH:9]=[C:10]([NH2:15])[C:11]=2[O:13][CH3:14])[CH2:6][CH2:5]1.C(N(CC)CC)C.[C:23](OC(=O)C)(=[O:25])[CH3:24].C(=O)([O-])O.[Na+]. Product: [NH2:15][C:10]1[C:11]([O:13][CH3:14])=[C:12]2[C:7]([CH2:6][CH2:5][C:4]2=[CH:3][CH2:2][NH:1][C:23](=[O:25])[CH3:24])=[CH:8][CH:9]=1. The catalyst class is: 7. (3) Product: [CH:22]([O:25][C:26]([N:28]1[CH2:33][CH2:32][CH:31]([CH2:34][O:21][C:18]2[CH:17]=[N:16][C:15]([Br:14])=[CH:20][CH:19]=2)[CH2:30][CH2:29]1)=[O:27])([CH3:24])[CH3:23]. The catalyst class is: 11. Reactant: C(P(CCCC)CCCC)CCC.[Br:14][C:15]1[CH:20]=[CH:19][C:18]([OH:21])=[CH:17][N:16]=1.[CH:22]([O:25][C:26]([N:28]1[CH2:33][CH2:32][CH:31]([CH2:34]O)[CH2:30][CH2:29]1)=[O:27])([CH3:24])[CH3:23].CCCC(C)C. (4) Reactant: [CH3:1][O:2][C:3]1[CH:15]=[C:14]([O:16][CH3:17])[CH:13]=[CH:12][C:4]=1[CH2:5][NH:6][C:7]1[S:11][N:10]=[CH:9][N:8]=1.[Li+].C[Si]([N-][Si](C)(C)C)(C)C.Cl[S:29]([C:32]1[CH:33]=[C:34]2[C:38](=[CH:39][C:40]=1[F:41])[N:37](CC1C=CC=C3C=1CN(C(OC(C)(C)C)=O)CC3)[N:36]=[CH:35]2)(=[O:31])=[O:30]. Product: [CH3:1][O:2][C:3]1[CH:15]=[C:14]([O:16][CH3:17])[CH:13]=[CH:12][C:4]=1[CH2:5][N:6]([C:7]1[S:11][N:10]=[CH:9][N:8]=1)[S:29]([C:32]1[CH:33]=[C:34]2[C:38](=[CH:39][C:40]=1[F:41])[NH:37][N:36]=[CH:35]2)(=[O:30])=[O:31]. The catalyst class is: 1. (5) Reactant: Cl[CH2:2][CH2:3][C:4]1[C:9](=[O:10])[N:8]2[CH2:11][CH2:12][CH2:13][CH:14]([OH:15])[C:7]2=[N:6][C:5]=1[CH3:16].Cl.[F:18][C:19]1[CH:33]=[CH:32][C:22]2[C:23]([CH:26]3[CH2:31][CH2:30][NH:29][CH2:28][CH2:27]3)=[N:24][O:25][C:21]=2[CH:20]=1.CO.CC(NC(C)C)C. Product: [F:18][C:19]1[CH:33]=[CH:32][C:22]2[C:23]([CH:26]3[CH2:27][CH2:28][N:29]([CH2:2][CH2:3][C:4]4[C:9](=[O:10])[N:8]5[CH2:11][CH2:12][CH2:13][CH:14]([OH:15])[C:7]5=[N:6][C:5]=4[CH3:16])[CH2:30][CH2:31]3)=[N:24][O:25][C:21]=2[CH:20]=1. The catalyst class is: 21.